Dataset: Peptide-MHC class II binding affinity with 134,281 pairs from IEDB. Task: Regression. Given a peptide amino acid sequence and an MHC pseudo amino acid sequence, predict their binding affinity value. This is MHC class II binding data. The peptide sequence is ANGKLHDKKSMGDDH. The MHC is HLA-DQA10501-DQB10201 with pseudo-sequence HLA-DQA10501-DQB10201. The binding affinity (normalized) is 0.